Task: Predict which catalyst facilitates the given reaction.. Dataset: Catalyst prediction with 721,799 reactions and 888 catalyst types from USPTO (1) Reactant: COC[N:4]1[C:12]2[C:7](=[CH:8][C:9]([O:22][C:23]([F:26])([F:25])[F:24])=[CH:10][C:11]=2[NH:13][S:14]([C:17]2[S:18][CH:19]=[CH:20][CH:21]=2)(=[O:16])=[O:15])[CH:6]=[C:5]1[C:27]([O:29][CH2:30][CH3:31])=[O:28].Cl.C(O)C. Product: [S:18]1[CH:19]=[CH:20][CH:21]=[C:17]1[S:14]([NH:13][C:11]1[CH:10]=[C:9]([O:22][C:23]([F:25])([F:26])[F:24])[CH:8]=[C:7]2[C:12]=1[NH:4][C:5]([C:27]([O:29][CH2:30][CH3:31])=[O:28])=[CH:6]2)(=[O:15])=[O:16]. The catalyst class is: 13. (2) Reactant: C([N:8]1[CH2:12][C@H:11]([C:13]2[CH:18]=[CH:17][C:16]([F:19])=[C:15]([Cl:20])[CH:14]=2)[C@@H:10]([C@@H:21]([O:23][C:24]2[CH:29]=[CH:28][C:27]([Cl:30])=[CH:26][N:25]=2)[CH3:22])[CH2:9]1)C1C=CC=CC=1.ClC(OC(Cl)C)=O.CCN(C(C)C)C(C)C. Product: [Cl:30][C:27]1[CH:28]=[CH:29][C:24]([O:23][C@H:21]([C@@H:10]2[C@@H:11]([C:13]3[CH:18]=[CH:17][C:16]([F:19])=[C:15]([Cl:20])[CH:14]=3)[CH2:12][NH:8][CH2:9]2)[CH3:22])=[N:25][CH:26]=1. The catalyst class is: 11. (3) Reactant: [C:1]1([CH:7]([C:11]2[CH:16]=[CH:15][C:14]([C:17]3[CH:22]=[CH:21][CH:20]=[CH:19][CH:18]=3)=[CH:13][CH:12]=2)[CH2:8][CH2:9][OH:10])[CH:6]=[CH:5][CH:4]=[CH:3][CH:2]=1.CC(OI1(OC(C)=O)(OC(C)=O)OC(=O)C2C=CC=CC1=2)=O. Product: [C:1]1([CH:7]([C:11]2[CH:12]=[CH:13][C:14]([C:17]3[CH:22]=[CH:21][CH:20]=[CH:19][CH:18]=3)=[CH:15][CH:16]=2)[CH2:8][CH:9]=[O:10])[CH:2]=[CH:3][CH:4]=[CH:5][CH:6]=1. The catalyst class is: 2. (4) Reactant: O.C([NH+](CC)CC)C.[O:9]=[CH:10][C@@H:11]([C@H:13]([C@@H:15]([C@@H:17]([CH2:19][OH:20])[OH:18])[OH:16])[OH:14])[OH:12].C1CCC(N=C=NC2CCCCC2)CC1. Product: [O:9]=[CH:10][C@H:11]([C@H:13]([C@@H:15]([C@@H:17]([CH2:19][OH:20])[OH:18])[OH:16])[OH:14])[OH:12]. The catalyst class is: 23. (5) Reactant: C(Cl)CCl.[NH:5]1[CH2:10][CH2:9][CH2:8][CH2:7][CH2:6]1.CCN(C(C)C)C(C)C.OC1C2N=NNC=2C=CC=1.[S:30]1[C:34]2[CH:35]=[CH:36][CH:37]=[CH:38][C:33]=2[N:32]=[C:31]1[O:39][C:40]1[CH:41]=[C:42]2[C:46](=[CH:47][CH:48]=1)[NH:45][C:44]([C:49](O)=[O:50])=[CH:43]2. Product: [S:30]1[C:34]2[CH:35]=[CH:36][CH:37]=[CH:38][C:33]=2[N:32]=[C:31]1[O:39][C:40]1[CH:41]=[C:42]2[C:46](=[CH:47][CH:48]=1)[NH:45][C:44]([C:49]([N:5]1[CH2:10][CH2:9][CH2:8][CH2:7][CH2:6]1)=[O:50])=[CH:43]2. The catalyst class is: 2.